Dataset: Reaction yield outcomes from USPTO patents with 853,638 reactions. Task: Predict the reaction yield, written as a fraction of the theoretical maximum amount of product (1.0 means a 100% yield; for example, 0.34 means a 34% yield). (1) The reactants are [CH:1]([C:3]1[CH:11]=[CH:10][C:6]([C:7]([OH:9])=[O:8])=[CH:5][CH:4]=1)=O.[F:12][C:13]1[CH:19]=[CH:18][CH:17]=[CH:16][C:14]=1[NH2:15].[B][B][B][B][B][B][B][B][B][B]. The catalyst is CO. The product is [F:12][C:13]1[CH:19]=[CH:18][CH:17]=[CH:16][C:14]=1[NH:15][CH2:1][C:3]1[CH:11]=[CH:10][C:6]([C:7]([OH:9])=[O:8])=[CH:5][CH:4]=1. The yield is 0.990. (2) The reactants are [OH:1][C:2]1[CH:10]=[C:9]2[C:5]([CH2:6][CH2:7][C:8]2=[O:11])=[CH:4][CH:3]=1.C1(P(C2C=CC=CC=2)C2C=CC=CC=2)C=CC=CC=1.[Cl:31][C:32]1[CH:37]=[CH:36][CH:35]=[C:34]([Cl:38])[C:33]=1[C:39]1[C:43]([CH2:44]O)=[C:42]([CH:46]([CH3:48])[CH3:47])[O:41][N:40]=1.N(C(OC(C)C)=O)=NC(OC(C)C)=O. The catalyst is ClCCl. The product is [Cl:38][C:34]1[CH:35]=[CH:36][CH:37]=[C:32]([Cl:31])[C:33]=1[C:39]1[C:43]([CH2:44][O:1][C:2]2[CH:10]=[C:9]3[C:5]([CH2:6][CH2:7][C:8]3=[O:11])=[CH:4][CH:3]=2)=[C:42]([CH:46]([CH3:48])[CH3:47])[O:41][N:40]=1. The yield is 0.660.